This data is from Full USPTO retrosynthesis dataset with 1.9M reactions from patents (1976-2016). The task is: Predict the reactants needed to synthesize the given product. (1) Given the product [O:20]=[CH:19][C@@H:18]([NH:17][C:16](=[O:23])[O:15][C:11]([CH3:14])([CH3:13])[CH3:12])[CH2:21][CH3:22], predict the reactants needed to synthesize it. The reactants are: C(Cl)(=O)C(Cl)=O.CS(C)=O.[C:11]([O:15][C:16](=[O:23])[NH:17][C@@H:18]([CH2:21][CH3:22])[CH2:19][OH:20])([CH3:14])([CH3:13])[CH3:12].C(N(CC)CC)C. (2) Given the product [CH3:1][N:2]([CH3:20])[C:3]([C:5]1[O:6][C:7]2[C:13]([N:14]3[CH2:19][CH2:18][N:17]([CH2:34][CH2:33][C:29]4[CH:30]=[CH:31][CH:32]=[C:27]([C:26]([F:36])([F:25])[F:35])[N:28]=4)[CH2:16][CH2:15]3)=[CH:12][CH:11]=[CH:10][C:8]=2[CH:9]=1)=[O:4], predict the reactants needed to synthesize it. The reactants are: [CH3:1][N:2]([CH3:20])[C:3]([C:5]1[O:6][C:7]2[C:13]([N:14]3[CH2:19][CH2:18][NH:17][CH2:16][CH2:15]3)=[CH:12][CH:11]=[CH:10][C:8]=2[CH:9]=1)=[O:4].C(O)(=O)C.[F:25][C:26]([F:36])([F:35])[C:27]1[CH:32]=[CH:31][CH:30]=[C:29]([CH:33]=[CH2:34])[N:28]=1. (3) Given the product [O:18]([C:19]1[N:20]=[C:21]([CH:2]=[C:3]2[CH2:48][CH2:47][N:46]([C:35]([NH:34][C:30]3[CH:29]=[N:28][CH:33]=[CH:32][CH:31]=3)=[O:43])[CH2:49][CH2:50]2)[CH:22]=[CH:23][CH:24]=1)[C:17]1[CH:16]=[CH:15][CH:27]=[CH:26][CH:25]=1, predict the reactants needed to synthesize it. The reactants are: F[C:2](F)(F)[C:3](O)=O.N1CCC(=C[C:15]2[CH:16]=[C:17]([CH:25]=[CH:26][CH:27]=2)[O:18][C:19]2[CH:24]=[CH:23][CH:22]=[CH:21][N:20]=2)CC1.[N:28]1[CH:33]=[CH:32][CH:31]=[C:30]([NH:34][C:35](=[O:43])OC2C=CC=CC=2)[CH:29]=1.C([N:46]([CH2:49][CH3:50])[CH2:47][CH3:48])C. (4) Given the product [C:16]([O:17][C:18]1[CH:19]=[C:20]([CH:24]=[C:25]([O:27][C@@H:28]([CH3:38])[CH2:29][O:30][Si:31]([C:34]([CH3:36])([CH3:37])[CH3:35])([CH3:33])[CH3:32])[CH:26]=1)[C:21]([NH:63][C:64]1[S:65][C:66]([CH3:69])=[CH:67][N:68]=1)=[O:23])(=[O:46])[C:10]1[CH:15]=[CH:14][CH:13]=[CH:12][CH:11]=1, predict the reactants needed to synthesize it. The reactants are: CCN(C(C)C)C(C)C.[C:10]1([CH2:16][O:17][C:18]2[CH:19]=[C:20]([CH:24]=[C:25]([O:27][C@@H:28]([CH3:38])[CH2:29][O:30][Si:31]([C:34]([CH3:37])([CH3:36])[CH3:35])([CH3:33])[CH3:32])[CH:26]=2)[C:21]([OH:23])=O)[CH:15]=[CH:14][CH:13]=[CH:12][CH:11]=1.CN(C([O:46]N1N=NC2C=CC=NC1=2)=[N+](C)C)C.F[P-](F)(F)(F)(F)F.[NH2:63][C:64]1[S:65][C:66]([CH3:69])=[CH:67][N:68]=1.